Task: Regression. Given two drug SMILES strings and cell line genomic features, predict the synergy score measuring deviation from expected non-interaction effect.. Dataset: Merck oncology drug combination screen with 23,052 pairs across 39 cell lines (1) Drug 1: COC1CC2CCC(C)C(O)(O2)C(=O)C(=O)N2CCCCC2C(=O)OC(C(C)CC2CCC(OP(C)(C)=O)C(OC)C2)CC(=O)C(C)C=C(C)C(O)C(OC)C(=O)C(C)CC(C)C=CC=CC=C1C. Drug 2: CCc1cnn2c(NCc3ccc[n+]([O-])c3)cc(N3CCCCC3CCO)nc12. Cell line: ZR751. Synergy scores: synergy=13.8. (2) Drug 1: CN1C(=O)C=CC2(C)C3CCC4(C)C(NC(=O)OCC(F)(F)F)CCC4C3CCC12. Drug 2: CS(=O)(=O)CCNCc1ccc(-c2ccc3ncnc(Nc4ccc(OCc5cccc(F)c5)c(Cl)c4)c3c2)o1. Cell line: T47D. Synergy scores: synergy=0.625. (3) Drug 1: N.N.O=C(O)C1(C(=O)O)CCC1.[Pt]. Drug 2: CCc1cnn2c(NCc3ccc[n+]([O-])c3)cc(N3CCCCC3CCO)nc12. Cell line: VCAP. Synergy scores: synergy=-4.68. (4) Drug 1: COC1CC2CCC(C)C(O)(O2)C(=O)C(=O)N2CCCCC2C(=O)OC(C(C)CC2CCC(OP(C)(C)=O)C(OC)C2)CC(=O)C(C)C=C(C)C(O)C(OC)C(=O)C(C)CC(C)C=CC=CC=C1C. Drug 2: CCc1c2c(nc3ccc(O)cc13)-c1cc3c(c(=O)n1C2)COC(=O)C3(O)CC. Cell line: OV90. Synergy scores: synergy=11.1.